Predict which catalyst facilitates the given reaction. From a dataset of Catalyst prediction with 721,799 reactions and 888 catalyst types from USPTO. (1) Reactant: [CH:1]1([C:4]2[S:22][C:7]3[NH:8][C:9](=[O:21])[N:10]([CH2:13][CH2:14]N4CCOCC4)[C:11](=[O:12])[C:6]=3[CH:5]=2)[CH2:3][CH2:2]1.Br[CH2:24][C:25]1[CH:30]=[CH:29][C:28]([C:31]2[CH:36]=[CH:35][CH:34]=[CH:33][C:32]=2[C:37]2[N:41]=C(C(Cl)(Cl)Cl)O[N:38]=2)=[CH:27][CH:26]=1.[C:46](=[O:49])([O-])[O-:47].[K+].[K+]. Product: [CH:1]1([C:4]2[S:22][C:7]3[N:8]([CH2:24][C:25]4[CH:26]=[CH:27][C:28]([C:31]5[CH:36]=[CH:35][CH:34]=[CH:33][C:32]=5[C:37]5[NH:38][C:46](=[O:49])[O:47][N:41]=5)=[CH:29][CH:30]=4)[C:9](=[O:21])[N:10]([CH2:13][CH2:14][C:25]4[CH:30]=[CH:29][CH:28]=[CH:27][CH:26]=4)[C:11](=[O:12])[C:6]=3[CH:5]=2)[CH2:2][CH2:3]1. The catalyst class is: 10. (2) Reactant: [CH3:1][C:2]([CH3:18])([CH3:17])[CH2:3][NH:4][C:5]([CH:7]([C:9]1[CH:16]=[CH:15][C:12]([C:13]#[N:14])=[CH:11][CH:10]=1)[CH3:8])=[O:6]. Product: [CH3:17][C:2]([CH3:1])([CH3:18])[CH2:3][NH:4][C:5]([CH:7]([C:9]1[CH:10]=[CH:11][C:12]([CH2:13][NH2:14])=[CH:15][CH:16]=1)[CH3:8])=[O:6]. The catalyst class is: 750.